Dataset: HIV replication inhibition screening data with 41,000+ compounds from the AIDS Antiviral Screen. Task: Binary Classification. Given a drug SMILES string, predict its activity (active/inactive) in a high-throughput screening assay against a specified biological target. (1) The result is 0 (inactive). The drug is CCOP(=O)(OCC)C(C#N)=Cc1ccc(CO)o1. (2) The drug is CC(C)OP(=O)(OC(C)C)C(Cl)=NNc1ccc([N+](=O)[O-])cc1. The result is 0 (inactive). (3) The molecule is COC(=O)C(=NO)C(C(=O)C=C(C)C)C(=O)C(=O)Nc1ccccc1C. The result is 0 (inactive). (4) The molecule is CN1CCC(O)C(CNC23CC4CC(CC(C4)C2)C3)C1.Cl. The result is 1 (active). (5) The compound is CCN(CCCN(CC)C(=O)NC(Cc1ccccc1)C(=O)NC)C(=O)NC(Cc1ccccc1)C(=O)NC. The result is 0 (inactive).